This data is from Peptide-MHC class II binding affinity with 134,281 pairs from IEDB. The task is: Regression. Given a peptide amino acid sequence and an MHC pseudo amino acid sequence, predict their binding affinity value. This is MHC class II binding data. (1) The peptide sequence is EVQLVESGGGLVQPG. The MHC is DRB1_1302 with pseudo-sequence DRB1_1302. The binding affinity (normalized) is 0.420. (2) The peptide sequence is YDKFLANVSTVLDGK. The MHC is DRB1_0401 with pseudo-sequence DRB1_0401. The binding affinity (normalized) is 0.509. (3) The peptide sequence is HDYEGLSYRSLQPET. The MHC is HLA-DPA10201-DPB11401 with pseudo-sequence HLA-DPA10201-DPB11401. The binding affinity (normalized) is 0.0677. (4) The peptide sequence is LEAKATFYGSNPRGA. The MHC is DRB1_1501 with pseudo-sequence DRB1_1501. The binding affinity (normalized) is 0.184. (5) The peptide sequence is GGSILKISNKYHTKG. The MHC is HLA-DQA10102-DQB10502 with pseudo-sequence HLA-DQA10102-DQB10502. The binding affinity (normalized) is 0.359. (6) The peptide sequence is KNIPQPVRALLEGFL. The MHC is HLA-DQA10501-DQB10301 with pseudo-sequence HLA-DQA10501-DQB10301. The binding affinity (normalized) is 0.640.